From a dataset of Reaction yield outcomes from USPTO patents with 853,638 reactions. Predict the reaction yield, written as a fraction of the theoretical maximum amount of product (1.0 means a 100% yield; for example, 0.34 means a 34% yield). The reactants are C([O:5][C:6](=[O:40])[CH2:7][CH:8]([OH:39])[CH2:9][CH:10]([OH:38])[CH2:11][CH2:12][C:13]1[N:14]([C:31]2[CH:36]=[CH:35][C:34]([F:37])=[CH:33][CH:32]=2)[N:15]=[C:16]([C:21](=[O:30])[NH:22][CH2:23][C:24]2[CH:29]=[CH:28][CH:27]=[CH:26][CH:25]=2)[C:17]=1[CH:18]([CH3:20])[CH3:19])(C)(C)C.[OH-].[Na+:42]. The catalyst is CO. The product is [Na+:42].[CH2:23]([NH:22][C:21]([C:16]1[C:17]([CH:18]([CH3:20])[CH3:19])=[C:13]([CH2:12][CH2:11][C@@H:10]([OH:38])[CH2:9][C@@H:8]([OH:39])[CH2:7][C:6]([O-:40])=[O:5])[N:14]([C:31]2[CH:36]=[CH:35][C:34]([F:37])=[CH:33][CH:32]=2)[N:15]=1)=[O:30])[C:24]1[CH:25]=[CH:26][CH:27]=[CH:28][CH:29]=1. The yield is 0.940.